Dataset: Forward reaction prediction with 1.9M reactions from USPTO patents (1976-2016). Task: Predict the product of the given reaction. (1) Given the reactants [F:1][C:2]([F:19])([F:18])[C:3]1[N:7]([C:8]2[CH:17]=[CH:16][C:11]([C:12]([O:14]C)=[O:13])=[CH:10][CH:9]=2)[N:6]=[N:5][N:4]=1.[OH-].[Li+].Cl, predict the reaction product. The product is: [F:19][C:2]([F:1])([F:18])[C:3]1[N:7]([C:8]2[CH:17]=[CH:16][C:11]([C:12]([OH:14])=[O:13])=[CH:10][CH:9]=2)[N:6]=[N:5][N:4]=1. (2) Given the reactants [C:1]1([N:7]2[C:19]3[CH:18]=[CH:17][C:16](B(O)O)=[CH:15][C:14]=3[C:13]3[C:8]2=[CH:9][CH:10]=[CH:11][CH:12]=3)[CH:6]=[CH:5][CH:4]=[CH:3][CH:2]=1.Br[C:24]1[CH:25]=[C:26]2[C:35]3=[C:36]([C:38]([CH3:46])([CH3:45])[C:39]4[C:44]([N:34]3[C:33]3[CH:32]=[CH:31][CH:30]=[CH:29][C:28]=3[S:27]2)=[CH:43][CH:42]=[CH:41][CH:40]=4)[CH:37]=1.O.P([O-])([O-])([O-])=O.[K+].[K+].[K+].N#N, predict the reaction product. The product is: [CH3:46][C:38]1([CH3:45])[C:36]2[C:35]3=[C:26]([S:27][C:28]4[CH:29]=[CH:30][CH:31]=[CH:32][C:33]=4[N:34]3[C:44]3[CH:43]=[CH:42][CH:41]=[CH:40][C:39]1=3)[CH:25]=[C:24]([C:16]1[CH:17]=[CH:18][C:19]3[N:7]([C:1]4[CH:6]=[CH:5][CH:4]=[CH:3][CH:2]=4)[C:8]4[C:13]([C:14]=3[CH:15]=1)=[CH:12][CH:11]=[CH:10][CH:9]=4)[CH:37]=2. (3) The product is: [Cl:42][C:43]1[CH:44]=[C:45]([N:49]2[CH2:54][CH2:53][N:52]([C:16]([C:8]3[C:9]4[CH:15]=[CH:14][CH:13]=[CH:12][C:10]=4[S:11][C:7]=3[C:1]3[CH:2]=[CH:3][CH:4]=[CH:5][CH:6]=3)=[O:18])[CH2:51][CH2:50]2)[CH:46]=[CH:47][CH:48]=1. Given the reactants [C:1]1([C:7]2[S:11][C:10]3[CH:12]=[CH:13][CH:14]=[CH:15][C:9]=3[C:8]=2[C:16]([OH:18])=O)[CH:6]=[CH:5][CH:4]=[CH:3][CH:2]=1.Cl.CN(C)CCCN=C=NCC.O.ON1C2C=CC=CC=2N=N1.[Cl:42][C:43]1[CH:44]=[C:45]([N:49]2[CH2:54][CH2:53][NH:52][CH2:51][CH2:50]2)[CH:46]=[CH:47][CH:48]=1, predict the reaction product. (4) Given the reactants [C:1]([C:5]1[N:10]=[C:9]([N:11]2[CH2:16][CH2:15][N:14]([CH2:17][CH2:18][CH2:19][CH2:20][NH2:21])[CH2:13][CH2:12]2)[CH:8]=[C:7]([C:22]([F:25])([F:24])[F:23])[N:6]=1)([CH3:4])([CH3:3])[CH3:2].C1N=CN([C:31]([N:33]2[CH:37]=N[CH:35]=[CH:34]2)=[O:32])C=1.[C:38]1([C:44]2([OH:50])CCNC[CH2:45]2)[CH:43]=[CH:42][CH:41]=[CH:40][CH:39]=1, predict the reaction product. The product is: [C:1]([C:5]1[N:10]=[C:9]([N:11]2[CH2:16][CH2:15][N:14]([CH2:17][CH2:18][CH2:19][CH2:20][NH:21][C:31]([N:33]3[CH2:34][CH2:35][C:44]([OH:50])([C:38]4[CH:43]=[CH:42][CH:41]=[CH:40][CH:39]=4)[CH2:45][CH2:37]3)=[O:32])[CH2:13][CH2:12]2)[CH:8]=[C:7]([C:22]([F:24])([F:25])[F:23])[N:6]=1)([CH3:4])([CH3:2])[CH3:3]. (5) Given the reactants Cl[C:2]1[C:7]([N:8]2[CH:12]=[CH:11][CH:10]=[N:9]2)=[CH:6][CH:5]=[CH:4][N:3]=1.C([Li])CCC.[O:18]=[C:19]1[CH2:24][CH2:23][N:22]([C:25]([O:27][C:28]([CH3:31])([CH3:30])[CH3:29])=[O:26])[CH2:21][CH2:20]1.O, predict the reaction product. The product is: [N:9]1[N:8]2[C:7]3[CH:6]=[CH:5][CH:4]=[N:3][C:2]=3[O:18][C:19]3([CH2:20][CH2:21][N:22]([C:25]([O:27][C:28]([CH3:31])([CH3:30])[CH3:29])=[O:26])[CH2:23][CH2:24]3)[C:12]2=[CH:11][CH:10]=1. (6) Given the reactants CC(CCC[C@H]([C@@H]1[C@]2(C)[C@H]([C@H]3[C@H](CC2)[C@]2(C)C(C[C@H](CC2)O)=CC3)CC1)C)C.[C:29]([O:48][CH2:49][C@H:50]([CH2:71][O:72][P:73]([O:76][CH2:77][CH2:78][NH2:79])([OH:75])=[O:74])[O:51][C:52](=[O:70])[CH2:53][CH2:54][CH2:55][CH2:56][CH2:57][CH2:58][CH2:59]/[CH:60]=[CH:61]\[CH2:62]/[CH:63]=C\CCCCC)(=[O:47])[CH2:30][CH2:31][CH2:32][CH2:33][CH2:34][CH2:35][CH2:36]/[CH:37]=[CH:38]\[CH2:39]/[CH:40]=C\CCCCC, predict the reaction product. The product is: [CH3:40][CH2:39][CH2:38][CH2:37][CH2:36][CH2:35][CH2:34][CH2:33][CH2:32][CH2:31][CH2:30][C:29]([O:48][CH2:49][C@@H:50]([O:51][C:52]([CH2:53][CH2:54][CH2:55][CH2:56][CH2:57][CH2:58][CH2:59][CH2:60][CH2:61][CH2:62][CH3:63])=[O:70])[CH2:71][O:72][P:73]([O:76][CH2:77][CH2:78][NH2:79])([OH:75])=[O:74])=[O:47]. (7) Given the reactants [Cl:1][C:2]1[CH:7]=[C:6]([N+:8]([O-:10])=[O:9])[C:5]([O:11][CH3:12])=[CH:4][C:3]=1[N:13]1[CH2:18][CH2:17][CH:16]([N:19]2[CH2:24][CH2:23][NH:22][CH2:21][CH2:20]2)[CH2:15][CH2:14]1.[F:25][CH:26](I)[CH3:27].C([O-])([O-])=O.[Na+].[Na+], predict the reaction product. The product is: [Cl:1][C:2]1[CH:7]=[C:6]([N+:8]([O-:10])=[O:9])[C:5]([O:11][CH3:12])=[CH:4][C:3]=1[N:13]1[CH2:18][CH2:17][CH:16]([N:19]2[CH2:20][CH2:21][N:22]([CH2:27][CH2:26][F:25])[CH2:23][CH2:24]2)[CH2:15][CH2:14]1.